This data is from NCI-60 drug combinations with 297,098 pairs across 59 cell lines. The task is: Regression. Given two drug SMILES strings and cell line genomic features, predict the synergy score measuring deviation from expected non-interaction effect. (1) Drug 1: C1=C(C(=O)NC(=O)N1)F. Drug 2: C1=CC(=CC=C1C#N)C(C2=CC=C(C=C2)C#N)N3C=NC=N3. Cell line: NCI-H322M. Synergy scores: CSS=43.3, Synergy_ZIP=7.71, Synergy_Bliss=8.49, Synergy_Loewe=9.30, Synergy_HSA=10.5. (2) Drug 1: CC1=C(C=C(C=C1)NC(=O)C2=CC=C(C=C2)CN3CCN(CC3)C)NC4=NC=CC(=N4)C5=CN=CC=C5. Drug 2: CCCCCOC(=O)NC1=NC(=O)N(C=C1F)C2C(C(C(O2)C)O)O. Cell line: SN12C. Synergy scores: CSS=-4.10, Synergy_ZIP=-0.243, Synergy_Bliss=-1.94, Synergy_Loewe=-5.25, Synergy_HSA=-5.30. (3) Drug 1: CC1=C(C=C(C=C1)NC2=NC=CC(=N2)N(C)C3=CC4=NN(C(=C4C=C3)C)C)S(=O)(=O)N.Cl. Drug 2: C1=CC=C(C(=C1)C(C2=CC=C(C=C2)Cl)C(Cl)Cl)Cl. Cell line: MALME-3M. Synergy scores: CSS=7.46, Synergy_ZIP=0.0356, Synergy_Bliss=3.98, Synergy_Loewe=2.12, Synergy_HSA=4.14.